Dataset: Catalyst prediction with 721,799 reactions and 888 catalyst types from USPTO. Task: Predict which catalyst facilitates the given reaction. (1) Reactant: [C:1]([O:5][NH:6][C:7]([C:9]1[CH:18]=[C:17]2[C:12]([CH:13]=[CH:14][C:15]([CH3:20])([CH3:19])[NH:16]2)=[CH:11][CH:10]=1)=[O:8])([CH3:4])([CH3:3])[CH3:2]. Product: [C:1]([O:5][NH:6][C:7]([C:9]1[CH:18]=[C:17]2[C:12]([CH2:13][CH2:14][C:15]([CH3:20])([CH3:19])[NH:16]2)=[CH:11][CH:10]=1)=[O:8])([CH3:4])([CH3:2])[CH3:3]. The catalyst class is: 78. (2) Reactant: [C:1]([O:5][C:6](=[O:13])[CH:7]([CH:10]1[CH2:12][CH2:11]1)[CH2:8][NH2:9])([CH3:4])([CH3:3])[CH3:2].C(O[C:17]([C:19]1[N:20]=[C:21](C#N)[C:22]2[C:27]([C:28]=1[OH:29])=[CH:26][CH:25]=[C:24]([O:30][C:31]1[CH:32]=[N:33][CH:34]=[CH:35][CH:36]=1)[CH:23]=2)=[O:18])C.C1CCN2[C:42](=[N:43]CCC2)CC1. Product: [C:1]([O:5][C:6](=[O:13])[CH:7]([CH:10]1[CH2:12][CH2:11]1)[CH2:8][NH:9][C:17]([C:19]1[N:20]=[CH:21][C:22]2[C:27]([C:28]=1[OH:29])=[CH:26][CH2:25][C:24]([C:42]#[N:43])([O:30][C:31]1[CH:32]=[N:33][CH:34]=[CH:35][CH:36]=1)[CH:23]=2)=[O:18])([CH3:4])([CH3:2])[CH3:3]. The catalyst class is: 44. (3) Reactant: [O:1]=[C:2]1[CH2:7][CH2:6][N:5]([C:8]([O:10][C:11]([CH3:14])([CH3:13])[CH3:12])=[O:9])[CH2:4][CH:3]1[C:15]([O:17][CH3:18])=[O:16].[H-].[Na+].[CH3:21]I.O. Product: [CH3:21][C:3]1([C:15]([O:17][CH3:18])=[O:16])[C:2](=[O:1])[CH2:7][CH2:6][N:5]([C:8]([O:10][C:11]([CH3:12])([CH3:13])[CH3:14])=[O:9])[CH2:4]1. The catalyst class is: 3. (4) Reactant: [O:1]1[CH:5]=[CH:4][C:3]([C:6](=O)[CH2:7][C:8]2[CH:13]=[CH:12][CH:11]=[CH:10][CH:9]=2)=[CH:2]1.[CH2:15]([O:17][C:18]1[CH:19]=[C:20]([CH:23]=[C:24]([N+:27]([O-:29])=[O:28])[C:25]=1[OH:26])[CH:21]=O)[CH3:16].[NH2:30][C:31]([NH2:33])=[O:32].Cl. Product: [CH2:15]([O:17][C:18]1[CH:19]=[C:20]([CH:21]2[C:7]([C:8]3[CH:13]=[CH:12][CH:11]=[CH:10][CH:9]=3)=[C:6]([C:3]3[CH:4]=[CH:5][O:1][CH:2]=3)[NH:33][C:31](=[O:32])[NH:30]2)[CH:23]=[C:24]([N+:27]([O-:29])=[O:28])[C:25]=1[OH:26])[CH3:16]. The catalyst class is: 14. (5) Reactant: Br[CH2:2][C:3]([NH:5][C:6]1[CH:11]=[C:10]([O:12][CH3:13])[CH:9]=[CH:8][C:7]=1[OH:14])=[O:4].C(=O)([O-])[O-].[K+].[K+].CC#N.O.FC(F)(F)C(O)=O. Product: [CH3:13][O:12][C:10]1[CH:9]=[CH:8][C:7]2[O:14][CH2:2][C:3](=[O:4])[NH:5][C:6]=2[CH:11]=1. The catalyst class is: 42. (6) Reactant: [Br:1][C:2]1[C:3]2[N:4]([C:39]([CH3:42])=[N:40][N:41]=2)[C:5]2[CH:10]=[C:9]([CH3:11])[N:8]([CH2:12][C:13]3[CH:18]=[C:17]([Cl:19])[CH:16]=[C:15]([CH2:20][O:21][Si](C(C)(C)C)(C4C=CC=CC=4)C4C=CC=CC=4)[CH:14]=3)[C:6]=2[CH:7]=1.CCCC[N+](CCCC)(CCCC)CCCC.[F-]. Product: [Br:1][C:2]1[C:3]2[N:4]([C:39]([CH3:42])=[N:40][N:41]=2)[C:5]2[CH:10]=[C:9]([CH3:11])[N:8]([CH2:12][C:13]3[CH:14]=[C:15]([CH2:20][OH:21])[CH:16]=[C:17]([Cl:19])[CH:18]=3)[C:6]=2[CH:7]=1. The catalyst class is: 20. (7) Reactant: [F:1][C:2]([F:20])([F:19])[C:3]1[CH:8]=[CH:7][C:6]([C@@H:9]2[C:14]3=[N:15][CH:16]=[CH:17][N:18]=[C:13]3[CH2:12][CH2:11][NH:10]2)=[CH:5][CH:4]=1.[CH:21]([N:24]=[C:25]=[O:26])([CH3:23])[CH3:22]. Product: [CH:21]([NH:24][C:25]([N:10]1[CH2:11][CH2:12][C:13]2[C:14](=[N:15][CH:16]=[CH:17][N:18]=2)[C@H:9]1[C:6]1[CH:7]=[CH:8][C:3]([C:2]([F:1])([F:19])[F:20])=[CH:4][CH:5]=1)=[O:26])([CH3:23])[CH3:22]. The catalyst class is: 2. (8) Reactant: [OH:1][C:2]1[C:3]([CH3:8])=[N:4][CH:5]=[CH:6][CH:7]=1.C1C=CC(N([S:16]([C:19]([F:22])([F:21])[F:20])(=[O:18])=[O:17])[S:16]([C:19]([F:22])([F:21])[F:20])(=[O:18])=[O:17])=CC=1.C(N(CC)CC)C. Product: [F:20][C:19]([F:22])([F:21])[S:16]([O:1][C:2]1[C:3]([CH3:8])=[N:4][CH:5]=[CH:6][CH:7]=1)(=[O:18])=[O:17]. The catalyst class is: 4.